This data is from TCR-epitope binding with 47,182 pairs between 192 epitopes and 23,139 TCRs. The task is: Binary Classification. Given a T-cell receptor sequence (or CDR3 region) and an epitope sequence, predict whether binding occurs between them. Result: 0 (the TCR does not bind to the epitope). The epitope is RPHERNGFTVL. The TCR CDR3 sequence is CASSLVQTSGKNEQFF.